This data is from NCI-60 drug combinations with 297,098 pairs across 59 cell lines. The task is: Regression. Given two drug SMILES strings and cell line genomic features, predict the synergy score measuring deviation from expected non-interaction effect. Drug 1: CNC(=O)C1=CC=CC=C1SC2=CC3=C(C=C2)C(=NN3)C=CC4=CC=CC=N4. Drug 2: C1CCN(CC1)CCOC2=CC=C(C=C2)C(=O)C3=C(SC4=C3C=CC(=C4)O)C5=CC=C(C=C5)O. Cell line: RPMI-8226. Synergy scores: CSS=0.394, Synergy_ZIP=10.5, Synergy_Bliss=16.1, Synergy_Loewe=7.99, Synergy_HSA=6.98.